This data is from Catalyst prediction with 721,799 reactions and 888 catalyst types from USPTO. The task is: Predict which catalyst facilitates the given reaction. (1) Reactant: Br[C:2]1[CH:7]=[C:6](Br)[CH:5]=[C:4]([Br:9])[CH:3]=1.[C:10]1([C:30]2[CH:35]=[CH:34][CH:33]=[CH:32][CH:31]=2)[CH:15]=[CH:14][C:13]([NH:16][C:17]2[CH:29]=[CH:28][C:20]3[O:21][C:22]4[CH:27]=[CH:26][CH:25]=[CH:24][C:23]=4[C:19]=3[CH:18]=2)=[CH:12][CH:11]=1.[CH:49]1[CH:54]=[CH:53][C:52](P([C:49]2[CH:54]=[CH:53][CH:52]=[CH:51][CH:50]=2)[C:49]2[CH:54]=[CH:53][CH:52]=[CH:51][CH:50]=2)=[CH:51][CH:50]=1.C[C:56]([O-:59])([CH3:58])[CH3:57].[Na+]. Product: [C:20]1([C:49]2[CH:50]=[CH:51][CH:52]=[CH:53][CH:54]=2)[CH:28]=[CH:29][C:17]([N:16]([C:13]2[CH:14]=[CH:15][C:10]3[O:59][C:56]4[CH:58]=[CH:23][CH:22]=[CH:27][C:57]=4[C:11]=3[CH:12]=2)[C:6]2[CH:5]=[C:4]([Br:9])[CH:3]=[C:2]([N:16]([C:13]3[CH:14]=[CH:15][C:10]([C:30]4[CH:31]=[CH:32][CH:33]=[CH:34][CH:35]=4)=[CH:11][CH:12]=3)[C:17]3[CH:29]=[CH:28][C:20]4[O:21][C:22]5[CH:27]=[CH:26][CH:25]=[CH:24][C:23]=5[C:19]=4[CH:18]=3)[CH:7]=2)=[CH:18][CH:19]=1. The catalyst class is: 187. (2) Reactant: C[O:2][C:3](=O)[C:4]1[CH:9]=[CH:8][C:7]([CH:10]([CH3:12])[CH3:11])=[C:6]([C:13]([F:16])([F:15])[F:14])[CH:5]=1.[BH4-].[Li+].Cl. Product: [CH:10]([C:7]1[CH:8]=[CH:9][C:4]([CH2:3][OH:2])=[CH:5][C:6]=1[C:13]([F:14])([F:15])[F:16])([CH3:12])[CH3:11]. The catalyst class is: 1. (3) Reactant: [Cl:1][C:2]([Cl:46])([Cl:45])[C:3]([O:6][C:7]([N:9]1[C@H:14]2[C:15]([C:37]([O:39]CC)=[O:38])=[C:16]([C:18]3[CH:19]=[N:20][C:21]([O:24][CH2:25][CH2:26][O:27][C:28]4[C:33]([Cl:34])=[CH:32][C:31]([CH3:35])=[CH:30][C:29]=4[Cl:36])=[CH:22][CH:23]=3)[CH2:17][C@@H:10]1[CH2:11][N:12]([C:42](=[O:44])[CH3:43])[CH2:13]2)=[O:8])([CH3:5])[CH3:4].[OH-].[Na+]. Product: [Cl:46][C:2]([Cl:1])([Cl:45])[C:3]([O:6][C:7]([N:9]1[C@H:14]2[C:15]([C:37]([OH:39])=[O:38])=[C:16]([C:18]3[CH:19]=[N:20][C:21]([O:24][CH2:25][CH2:26][O:27][C:28]4[C:29]([Cl:36])=[CH:30][C:31]([CH3:35])=[CH:32][C:33]=4[Cl:34])=[CH:22][CH:23]=3)[CH2:17][C@@H:10]1[CH2:11][N:12]([C:42](=[O:44])[CH3:43])[CH2:13]2)=[O:8])([CH3:5])[CH3:4]. The catalyst class is: 14. (4) Reactant: [OH-].[Na+].CC1CCCO1.C(O)(=O)C.[Cl:13][C:14]1[CH:19]=[CH:18][CH:17]=[CH:16][C:15]=1[C:20]1[CH:21]=[C:22]([NH:25][C:26](=[NH:28])[CH3:27])[NH:23][N:24]=1. Product: [Cl:13][C:14]1[CH:19]=[CH:18][CH:17]=[CH:16][C:15]=1[C:20]1[CH:21]=[C:22]([NH:25][C:26](=[NH:28])[CH3:27])[NH:23][N:24]=1. The catalyst class is: 237.